From a dataset of Catalyst prediction with 721,799 reactions and 888 catalyst types from USPTO. Predict which catalyst facilitates the given reaction. Reactant: [CH2:1]([O:8][C:9]1[C:18]([CH:19]=[O:20])=[C:17]2[C:12]([C:13](=[O:38])[C:14]([CH3:37])=[C:15]([CH:21]3[CH2:26][CH2:25][N:24]([C:27]([O:29][CH2:30][C:31]4[CH:36]=[CH:35][CH:34]=[CH:33][CH:32]=4)=[O:28])[CH2:23][CH2:22]3)[O:16]2)=[CH:11][CH:10]=1)[C:2]1[CH:7]=[CH:6][CH:5]=[CH:4][CH:3]=1.C[Si](C)(C)[C:41]([F:44])([F:43])[F:42].C(OCC)(=O)C. Product: [CH2:1]([O:8][C:9]1[C:18]([CH:19]([OH:20])[C:41]([F:44])([F:43])[F:42])=[C:17]2[C:12]([C:13](=[O:38])[C:14]([CH3:37])=[C:15]([CH:21]3[CH2:26][CH2:25][N:24]([C:27]([O:29][CH2:30][C:31]4[CH:32]=[CH:33][CH:34]=[CH:35][CH:36]=4)=[O:28])[CH2:23][CH2:22]3)[O:16]2)=[CH:11][CH:10]=1)[C:2]1[CH:7]=[CH:6][CH:5]=[CH:4][CH:3]=1. The catalyst class is: 16.